Task: Predict the reaction yield, written as a fraction of the theoretical maximum amount of product (1.0 means a 100% yield; for example, 0.34 means a 34% yield).. Dataset: Reaction yield outcomes from USPTO patents with 853,638 reactions (1) The reactants are C[O-].[Na+].CO[C:6](=[O:11])[C:7]([O:9][CH3:10])=[O:8].[C:12]([C:15]1[CH:16]=[N:17][CH:18]=[CH:19][CH:20]=1)(=[O:14])[CH3:13]. The catalyst is CO. The product is [O:11]=[C:6]([CH2:13][C:12](=[O:14])[C:15]1[CH:16]=[N:17][CH:18]=[CH:19][CH:20]=1)[C:7]([O:9][CH3:10])=[O:8]. The yield is 0.840. (2) The reactants are [F:1][C:2]1[CH:3]=[CH:4][C:5]2[S:11][CH2:10][CH2:9][CH2:8][NH:7][C:6]=2[CH:12]=1.[N:13]([O-])=[O:14].[Na+].O. The catalyst is C(O)(=O)C. The product is [F:1][C:2]1[CH:3]=[CH:4][C:5]2[S:11][CH2:10][CH2:9][CH2:8][N:7]([N:13]=[O:14])[C:6]=2[CH:12]=1. The yield is 0.920. (3) The reactants are [Cu]([C:4]#[N:5])C#N.Br[C:7]1[CH:8]=[C:9]([C:18]([O:20][CH2:21][CH3:22])=[O:19])[C:10](=[CH:16][CH:17]=1)[C:11]([O:13][CH2:14][CH3:15])=[O:12]. The catalyst is CN1CCCC1=O. The product is [C:4]([C:17]1[CH:16]=[C:10]([C:11]([O:13][CH2:14][CH3:15])=[O:12])[C:9](=[CH:8][CH:7]=1)[C:18]([O:20][CH2:21][CH3:22])=[O:19])#[N:5]. The yield is 0.410. (4) The reactants are [O:1]1[C:5]2[CH:6]=[CH:7][CH:8]=[CH:9][C:4]=2[CH:3]=[C:2]1[CH2:10][O:11][C:12]1[CH:22]=[CH:21][C:15]([C:16](OCC)=[O:17])=[CH:14][CH:13]=1.[H-].[H-].[H-].[H-].[Li+].[Al+3]. The catalyst is C1COCC1. The product is [O:1]1[C:5]2[CH:6]=[CH:7][CH:8]=[CH:9][C:4]=2[CH:3]=[C:2]1[CH2:10][O:11][C:12]1[CH:22]=[CH:21][C:15]([CH2:16][OH:17])=[CH:14][CH:13]=1. The yield is 0.670. (5) The reactants are CN1CCOCC1.ON1C2C=CC=CC=2N=N1.Cl.C(N=C=NCCCN(C)C)C.[CH2:30]([CH2:32][NH2:33])[OH:31].[CH3:34][C:35]1[C:40]([CH:41]([C:51]2[C:56]([F:57])=[CH:55][CH:54]=[C:53]([F:58])[C:52]=2[F:59])[S:42]([CH2:45][CH2:46][C:47]([F:50])([F:49])[F:48])(=[O:44])=[O:43])=[CH:39][N:38]=[C:37]([C:60](O)=[O:61])[CH:36]=1. The catalyst is O.ClCCl. The product is [OH:31][CH2:30][CH2:32][NH:33][C:60]([C:37]1[CH:36]=[C:35]([CH3:34])[C:40]([CH:41]([C:51]2[C:56]([F:57])=[CH:55][CH:54]=[C:53]([F:58])[C:52]=2[F:59])[S:42]([CH2:45][CH2:46][C:47]([F:50])([F:49])[F:48])(=[O:43])=[O:44])=[CH:39][N:38]=1)=[O:61]. The yield is 0.370. (6) The reactants are Cl.[F:2][C:3]1[CH:4]=[C:5]([CH:10]2[CH2:13][C:12]3([CH2:18][CH2:17][NH:16][CH2:15][CH2:14]3)[CH2:11]2)[CH:6]=[C:7]([CH3:9])[CH:8]=1.C1([O:25][C:26](=O)[NH:27][C:28]2[O:32][N:31]=[C:30]([CH3:33])[C:29]=2[CH3:34])C=CC=CC=1. No catalyst specified. The product is [CH3:33][C:30]1[C:29]([CH3:34])=[C:28]([NH:27][C:26]([N:16]2[CH2:15][CH2:14][C:12]3([CH2:13][CH:10]([C:5]4[CH:6]=[C:7]([CH3:9])[CH:8]=[C:3]([F:2])[CH:4]=4)[CH2:11]3)[CH2:18][CH2:17]2)=[O:25])[O:32][N:31]=1. The yield is 0.310. (7) The reactants are [Br:1][C:2]1[CH:3]=[C:4]([C:8](=O)[CH2:9][CH2:10][C:11]([F:14])([F:13])[F:12])[CH:5]=[CH:6][CH:7]=1.O.NN.[OH-].[K+]. The catalyst is COCCOCCOC. The product is [Br:1][C:2]1[CH:7]=[CH:6][CH:5]=[C:4]([CH2:8][CH2:9][CH2:10][C:11]([F:12])([F:13])[F:14])[CH:3]=1. The yield is 0.880. (8) The reactants are O=[C:2]1[CH:7]=[CH:6][NH:5][C:4]([NH:8][C:9]2[CH:16]=[CH:15][C:12]([C:13]#[N:14])=[CH:11][CH:10]=2)=[N:3]1.O=P(Cl)(Cl)[Cl:19]. No catalyst specified. The product is [Cl:19][C:2]1[CH:7]=[CH:6][N:5]=[C:4]([NH:8][C:9]2[CH:16]=[CH:15][C:12]([C:13]#[N:14])=[CH:11][CH:10]=2)[N:3]=1. The yield is 0.772. (9) The reactants are [N+:1]([C:4]1[CH:9]=[CH:8][C:7]([CH:10]([CH3:13])[C:11]#[N:12])=[CH:6][CH:5]=1)([O-])=O. The catalyst is N.CO.[Ni]. The product is [NH2:12][CH2:11][CH:10]([C:7]1[CH:6]=[CH:5][C:4]([NH2:1])=[CH:9][CH:8]=1)[CH3:13]. The yield is 1.00.